From a dataset of Full USPTO retrosynthesis dataset with 1.9M reactions from patents (1976-2016). Predict the reactants needed to synthesize the given product. (1) Given the product [N:26]1([CH:6]([C:9]2[CH:14]=[CH:13][C:12]([C:15]3[CH:20]=[CH:19][C:18]([CH2:21][O:22][CH2:23][O:24][CH3:25])=[CH:17][CH:16]=3)=[CH:11][N:10]=2)[CH2:7][CH3:8])[CH:30]=[CH:29][N:28]=[CH:27]1, predict the reactants needed to synthesize it. The reactants are: CS(O[CH:6]([C:9]1[CH:14]=[CH:13][C:12]([C:15]2[CH:20]=[CH:19][C:18]([CH2:21][O:22][CH2:23][O:24][CH3:25])=[CH:17][CH:16]=2)=[CH:11][N:10]=1)[CH2:7][CH3:8])(=O)=O.[NH:26]1[CH:30]=[CH:29][N:28]=[CH:27]1.C(N(CC)CC)C. (2) Given the product [Cl:24][C:25]1[CH:30]=[C:29]([Cl:31])[CH:28]=[CH:27][C:26]=1[S:32][C:2]1[CH:9]=[C:8]([CH2:10][N:11]2[C:15]([CH2:16][CH2:17][N:18]3[CH2:23][CH2:22][O:21][CH2:20][CH2:19]3)=[CH:14][N:13]=[CH:12]2)[CH:7]=[CH:6][C:3]=1[C:4]#[N:5], predict the reactants needed to synthesize it. The reactants are: F[C:2]1[CH:9]=[C:8]([CH2:10][N:11]2[C:15]([CH2:16][CH2:17][N:18]3[CH2:23][CH2:22][O:21][CH2:20][CH2:19]3)=[CH:14][N:13]=[CH:12]2)[CH:7]=[CH:6][C:3]=1[C:4]#[N:5].[Cl:24][C:25]1[CH:30]=[C:29]([Cl:31])[CH:28]=[CH:27][C:26]=1[SH:32]. (3) Given the product [Cl:13][C:12]1[N:11]=[C:18]([Cl:19])[N:17]=[C:15]([O:8][C:5]2[CH:6]=[CH:7][C:2]([F:1])=[CH:3][CH:4]=2)[N:14]=1, predict the reactants needed to synthesize it. The reactants are: [F:1][C:2]1[CH:7]=[CH:6][C:5]([OH:8])=[CH:4][CH:3]=1.[H-].[Na+].[N:11]1[C:18]([Cl:19])=[N:17][C:15](Cl)=[N:14][C:12]=1[Cl:13]. (4) Given the product [Br:1][C:2]1[C:10]2[C:9]([Cl:11])=[N:8][CH:7]=[N:6][C:5]=2[S:4][C:3]=1[C:18]1[CH:17]=[CH:16][CH:15]=[C:14]([F:13])[CH:19]=1, predict the reactants needed to synthesize it. The reactants are: [Br:1][C:2]1[C:10]2[C:9]([Cl:11])=[N:8][CH:7]=[N:6][C:5]=2[S:4][C:3]=1I.[F:13][C:14]1[CH:15]=[C:16](B2OC(C)(C)C(C)(C)O2)[CH:17]=[CH:18][CH:19]=1.C([O-])([O-])=O.[Cs+].[Cs+].Cl. (5) Given the product [F:1][C:2]1[C:7]([F:8])=[CH:6][CH:5]=[CH:4][C:3]=1[C@H:9]1[CH2:14][N:13]2[C:15]([CH2:18][C:19]([F:22])([F:20])[F:21])=[CH:16][N:17]=[C:12]2[C@@H:11]([NH2:23])[CH2:10]1, predict the reactants needed to synthesize it. The reactants are: [F:1][C:2]1[C:7]([F:8])=[CH:6][CH:5]=[CH:4][C:3]=1[C@H:9]1[CH2:14][N:13]2[C:15]([CH2:18][C:19]([F:22])([F:21])[F:20])=[CH:16][N:17]=[C:12]2[C@@H:11]([NH:23]C(=O)OC(C)(C)C)[CH2:10]1.FC(F)(F)C(O)=O.C(=O)(O)[O-].[Na+].O. (6) Given the product [NH2:15][C:16]1[N:17]=[C:18]([N:27]2[CH2:28][CH2:29][N:30]([C:33](=[O:43])[CH2:34][O:35][C:36]3[CH:41]=[CH:40][C:39]([Cl:42])=[CH:38][CH:37]=3)[CH2:31][CH2:32]2)[C:19]2[N:25]=[C:24]([C:7]3[CH:8]=[CH:9][C:4]([O:3][C:2]([F:14])([F:13])[F:1])=[CH:5][CH:6]=3)[CH:23]=[CH:22][C:20]=2[N:21]=1, predict the reactants needed to synthesize it. The reactants are: [F:1][C:2]([F:14])([F:13])[O:3][C:4]1[CH:9]=[CH:8][C:7](B(O)O)=[CH:6][CH:5]=1.[NH2:15][C:16]1[N:17]=[C:18]([N:27]2[CH2:32][CH2:31][N:30]([C:33](=[O:43])[CH2:34][O:35][C:36]3[CH:41]=[CH:40][C:39]([Cl:42])=[CH:38][CH:37]=3)[CH2:29][CH2:28]2)[C:19]2[N:25]=[C:24](Cl)[CH:23]=[CH:22][C:20]=2[N:21]=1. (7) Given the product [F:7][C:4]([F:5])([F:6])[C:3]([C:9]1[CH:14]=[CH:13][C:12]([C:15]2[CH:20]=[CH:19][C:18]([O:21][CH:22]3[CH2:27][CH2:26][NH:25][CH2:24][CH2:23]3)=[CH:17][CH:16]=2)=[CH:11][CH:10]=1)([OH:8])[C:2]([F:36])([F:35])[F:1].[C:37]([OH:43])([C:39]([F:42])([F:41])[F:40])=[O:38], predict the reactants needed to synthesize it. The reactants are: [F:1][C:2]([F:36])([F:35])[C:3]([C:9]1[CH:14]=[CH:13][C:12]([C:15]2[CH:20]=[CH:19][C:18]([O:21][CH:22]3[CH2:27][CH2:26][N:25](C(OC(C)(C)C)=O)[CH2:24][CH2:23]3)=[CH:17][CH:16]=2)=[CH:11][CH:10]=1)([OH:8])[C:4]([F:7])([F:6])[F:5].[C:37]([OH:43])([C:39]([F:42])([F:41])[F:40])=[O:38].C(Cl)Cl. (8) The reactants are: [I-].[Na+].[N-:3]=[N+:4]=[N-:5].[Na+].Cl[CH2:8][CH2:9][CH2:10]/[C:11](/[C:27]1[O:28][C:29]([CH2:32][C:33]2[CH:38]=[CH:37][C:36]([F:39])=[CH:35][CH:34]=2)=[N:30][N:31]=1)=[CH:12]\[C:13]1[CH:18]=[CH:17][C:16]([N:19]2[CH:23]=[C:22]([CH3:24])[N:21]=[CH:20]2)=[C:15]([O:25][CH3:26])[CH:14]=1.O.C(=O)(O)[O-].[Na+]. Given the product [N:3]([CH2:8][CH2:9][CH2:10]/[C:11](/[C:27]1[O:28][C:29]([CH2:32][C:33]2[CH:34]=[CH:35][C:36]([F:39])=[CH:37][CH:38]=2)=[N:30][N:31]=1)=[CH:12]\[C:13]1[CH:18]=[CH:17][C:16]([N:19]2[CH:23]=[C:22]([CH3:24])[N:21]=[CH:20]2)=[C:15]([O:25][CH3:26])[CH:14]=1)=[N+:4]=[N-:5], predict the reactants needed to synthesize it. (9) Given the product [CH2:1]([O:3][C:4](=[O:5])[CH2:6][C@H:7]1[CH2:12][CH2:11][C@H:10]([C:13]([Cl:18])=[O:15])[CH2:9][CH2:8]1)[CH3:2], predict the reactants needed to synthesize it. The reactants are: [CH2:1]([O:3][C:4]([CH2:6][C@H:7]1[CH2:12][CH2:11][C@H:10]([C:13]([OH:15])=O)[CH2:9][CH2:8]1)=[O:5])[CH3:2].S(Cl)([Cl:18])=O. (10) Given the product [CH3:1][O:2][C:3](=[O:27])[C:4]1[CH:9]=[CH:8][C:7]([O:10][CH2:11][CH2:12][CH2:13][O:14][NH2:15])=[CH:6][C:5]=1[OH:26], predict the reactants needed to synthesize it. The reactants are: [CH3:1][O:2][C:3](=[O:27])[C:4]1[CH:9]=[CH:8][C:7]([O:10][CH2:11][CH2:12][CH2:13][O:14][N:15]2C(=O)C3C(=CC=CC=3)C2=O)=[CH:6][C:5]=1[OH:26].CNN.